Dataset: Forward reaction prediction with 1.9M reactions from USPTO patents (1976-2016). Task: Predict the product of the given reaction. (1) Given the reactants [Br:1]C1C=C2C(=CC=1)NN=C2.ClC1C=C2C(=NC=1)NC=C2.FC1C=C2C(=NC=1)NC=C2.N1C2C(=CC=CN=2)C=C1.[F:40][C:41]1[C:46]([C:47]([C:49]2[C:57]3[C:52](=[N:53][CH:54]=[C:55](F)[CH:56]=3)[NH:51][CH:50]=2)=[O:48])=[CH:45][CH:44]=[CH:43][C:42]=1[NH:59][S:60]([CH2:63][CH2:64][CH3:65])(=[O:62])=[O:61], predict the reaction product. The product is: [Br:1][C:55]1[CH:56]=[C:57]2[C:49]([C:47]([C:46]3[C:41]([F:40])=[C:42]([NH:59][S:60]([CH2:63][CH2:64][CH3:65])(=[O:62])=[O:61])[CH:43]=[CH:44][CH:45]=3)=[O:48])=[CH:50][NH:51][C:52]2=[N:53][CH:54]=1. (2) Given the reactants CO[C:3]([C:5]1[CH:9]=[C:8]([O:10][CH2:11][C:12]2[C:13]([C:18]3[CH:23]=[CH:22][CH:21]=[CH:20][N:19]=3)=[N:14][O:15][C:16]=2[CH3:17])[N:7]([CH3:24])[N:6]=1)=[O:4].CO[C:27]([C:29]1[NH:30]N=C(OC[C:33]2[C:29]([C:27]3C=CC=CC=3)=[N:30]OC=2C)[CH:33]=1)=O.C(N)(C)C, predict the reaction product. The product is: [CH:29]([NH:30][C:3]([C:5]1[CH:9]=[C:8]([O:10][CH2:11][C:12]2[C:13]([C:18]3[CH:23]=[CH:22][CH:21]=[CH:20][N:19]=3)=[N:14][O:15][C:16]=2[CH3:17])[N:7]([CH3:24])[N:6]=1)=[O:4])([CH3:33])[CH3:27]. (3) The product is: [F:34][C:31]1[CH:32]=[CH:33][C:28]([C:27]([C:20]2[S:19][C:18]([NH:17][C:15]([C:14]([NH:13][C:2]([N:46]3[CH2:45][CH2:44][CH2:50][O:49][CH2:48][CH2:47]3)=[O:4])([CH3:37])[CH3:36])=[O:16])=[N:22][C:21]=2[C:23]([F:25])([F:26])[F:24])=[O:35])=[CH:29][CH:30]=1. Given the reactants Cl[C:2](Cl)([O:4]C(=O)OC(Cl)(Cl)Cl)Cl.[NH2:13][C:14]([CH3:37])([CH3:36])[C:15]([NH:17][C:18]1[S:19][C:20]([C:27](=[O:35])[C:28]2[CH:33]=[CH:32][C:31]([F:34])=[CH:30][CH:29]=2)=[C:21]([C:23]([F:26])([F:25])[F:24])[N:22]=1)=[O:16].C([O-])([O-])=O.[K+].[K+].[CH2:44]1[CH2:50][O:49][CH2:48][CH2:47][NH:46][CH2:45]1.Cl, predict the reaction product. (4) Given the reactants [CH3:1][O:2][C:3]1[CH:11]=[CH:10][C:6]([C:7](Cl)=[O:8])=[C:5]([CH3:12])[CH:4]=1.C([NH:15][CH2:16]C)C.C(Cl)[Cl:19], predict the reaction product. The product is: [Cl:19][C:12]1[C:5]2[C:6](=[CH:10][CH:11]=[C:3]([O:2][CH3:1])[CH:4]=2)[C:7](=[O:8])[NH:15][CH:16]=1. (5) Given the reactants [CH3:1][C:2]1[CH:3]=[C:4]([CH2:7][NH2:8])[S:5][CH:6]=1.[CH2:9]([O:16][C:17]1[CH:22]=[CH:21][N:20]([C:23]2[S:24][C:25]([C:29](O)=[O:30])=[C:26]([CH3:28])[N:27]=2)[C:19](=[O:32])[CH:18]=1)[C:10]1[CH:15]=[CH:14][CH:13]=[CH:12][CH:11]=1, predict the reaction product. The product is: [CH2:9]([O:16][C:17]1[CH:22]=[CH:21][N:20]([C:23]2[S:24][C:25]([C:29]([NH:8][CH2:7][C:4]3[S:5][CH:6]=[C:2]([CH3:1])[CH:3]=3)=[O:30])=[C:26]([CH3:28])[N:27]=2)[C:19](=[O:32])[CH:18]=1)[C:10]1[CH:15]=[CH:14][CH:13]=[CH:12][CH:11]=1. (6) Given the reactants [C:1](Cl)(Cl)=[S:2].[CH3:5][N:6]([CH3:17])[CH2:7][CH2:8][O:9][C:10]1[CH:16]=[CH:15][C:13]([NH2:14])=[CH:12][CH:11]=1.CC[N:20](C(C)C)C(C)C, predict the reaction product. The product is: [CH3:5][N:6]([CH3:17])[CH2:7][CH2:8][O:9][C:10]1[CH:16]=[CH:15][C:13]([NH:14][C:1]([NH2:20])=[S:2])=[CH:12][CH:11]=1. (7) Given the reactants [Na].[CH:2]1([C:7](=[O:9])[CH3:8])[CH2:6][CH2:5][CH2:4][CH2:3]1.[C:10](OCC)(=[O:16])[C:11]([O:13][CH2:14][CH3:15])=[O:12].S(=O)(=O)(O)O, predict the reaction product. The product is: [CH:2]1([C:7](=[O:9])[CH2:8][C:10](=[O:16])[C:11]([O:13][CH2:14][CH3:15])=[O:12])[CH2:6][CH2:5][CH2:4][CH2:3]1. (8) Given the reactants [C:1]([NH:8][C@H:9]([C:19]([OH:21])=[O:20])[CH2:10][C:11]1[CH:16]=[CH:15][C:14]([O:17][CH3:18])=[CH:13][CH:12]=1)([O:3][C:4]([CH3:7])([CH3:6])[CH3:5])=[O:2].C(N(CC)CC)C.ClC(O[CH2:33][C:34]1[CH:39]=[CH:38][CH:37]=[CH:36][CH:35]=1)=O, predict the reaction product. The product is: [CH2:33]([O:20][C:19](=[O:21])[C@@H:9]([NH:8][C:1]([O:3][C:4]([CH3:5])([CH3:7])[CH3:6])=[O:2])[CH2:10][C:11]1[CH:12]=[CH:13][C:14]([O:17][CH3:18])=[CH:15][CH:16]=1)[C:34]1[CH:39]=[CH:38][CH:37]=[CH:36][CH:35]=1.